This data is from Full USPTO retrosynthesis dataset with 1.9M reactions from patents (1976-2016). The task is: Predict the reactants needed to synthesize the given product. (1) Given the product [ClH:46].[ClH:46].[OH:43][NH:42][C:26](=[O:28])/[CH:25]=[CH:24]/[C:20]1[CH:21]=[CH:22][CH:23]=[C:18](/[CH:17]=[CH:16]/[C:15]([C:12]2[CH:11]=[CH:10][C:9]([CH2:8][N:5]3[CH2:4][CH2:3][N:2]([CH3:1])[CH2:7][CH2:6]3)=[CH:14][CH:13]=2)=[O:33])[CH:19]=1, predict the reactants needed to synthesize it. The reactants are: [CH3:1][N:2]1[CH2:7][CH2:6][N:5]([CH2:8][C:9]2[CH:14]=[CH:13][C:12]([C:15](=[O:33])/[CH:16]=[CH:17]/[C:18]3[CH:19]=[C:20](/[CH:24]=[CH:25]/[C:26]([O:28]C(C)(C)C)=O)[CH:21]=[CH:22][CH:23]=3)=[CH:11][CH:10]=2)[CH2:4][CH2:3]1.C1C=CC2[N:42]([OH:43])N=NC=2C=1.C(Cl)C[Cl:46].NOC1CCCCO1. (2) Given the product [Br:1][C:2]1[C:3]([C:4]#[N:5])=[CH:6][C:7]([F:11])=[C:8]([NH:13][C@H:14]([CH2:18][O:19][CH3:20])[C:15]([NH2:17])=[O:16])[CH:9]=1, predict the reactants needed to synthesize it. The reactants are: [Br:1][C:2]1[CH:9]=[C:8](F)[C:7]([F:11])=[CH:6][C:3]=1[C:4]#[N:5].Cl.[NH2:13][C@H:14]([CH2:18][O:19][CH3:20])[C:15]([NH2:17])=[O:16].CCN(C(C)C)C(C)C.O. (3) Given the product [Cl:10][C:11]1[CH:12]=[C:13]([NH:17][C:18]2[C:7]3[CH2:8][C:2]4[S:1][CH:5]=[CH:4][C:3]=4[C:6]=3[NH:31][N:30]=2)[CH:14]=[CH:15][CH:16]=1, predict the reactants needed to synthesize it. The reactants are: [S:1]1[CH:5]=[CH:4][C:3]2[C:6](=O)[CH2:7][CH2:8][C:2]1=2.[Cl:10][C:11]1[CH:16]=[CH:15][CH:14]=[C:13]([N:17]=[C:18]=S)[CH:12]=1.C[Si](C)(C)[Si](C)(C)C.[Li].O.[NH2:30][NH2:31].